Dataset: Reaction yield outcomes from USPTO patents with 853,638 reactions. Task: Predict the reaction yield, written as a fraction of the theoretical maximum amount of product (1.0 means a 100% yield; for example, 0.34 means a 34% yield). (1) The reactants are C(OP([CH2:9][C:10]([O:12][CH2:13][CH3:14])=[O:11])(OCC)=O)C.[H-].[Na+].[Cl:17][C:18]1[CH:35]=[C:34]([Cl:36])[CH:33]=[CH:32][C:19]=1[O:20][C:21]1[C:26]([CH:27]=O)=[CH:25][N:24]=[C:23]([CH:29]([CH3:31])[CH3:30])[N:22]=1.[Cl-].[NH4+]. The catalyst is O1CCCC1. The product is [Cl:17][C:18]1[CH:35]=[C:34]([Cl:36])[CH:33]=[CH:32][C:19]=1[O:20][C:21]1[C:26](/[CH:27]=[CH:9]/[C:10]([O:12][CH2:13][CH3:14])=[O:11])=[CH:25][N:24]=[C:23]([CH:29]([CH3:31])[CH3:30])[N:22]=1. The yield is 1.00. (2) The reactants are C(OC([NH:8][CH:9]1[CH2:14][CH2:13][N:12]([C:15]2[CH:20]=[N:19][CH:18]=[CH:17][N:16]=2)[CH:11](C)[CH2:10]1)=O)(C)(C)C.F[C:23](F)(F)C(O)=O. The catalyst is ClCCl. The product is [NH2:8][C:9]1([CH3:23])[CH2:10][CH2:11][N:12]([C:15]2[CH:20]=[N:19][CH:18]=[CH:17][N:16]=2)[CH2:13][CH2:14]1. The yield is 0.910. (3) The reactants are Cl.[F:2][C:3]([F:15])([F:14])[CH:4]([C:6]1[CH:11]=[CH:10][C:9]([NH:12][NH2:13])=[CH:8][CH:7]=1)[OH:5].[CH3:16][CH:17]([CH3:23])[C:18](=O)[CH2:19][C:20]#[N:21].Cl. The catalyst is C(O)C. The product is [NH2:21][C:20]1[N:12]([C:9]2[CH:8]=[CH:7][C:6]([CH:4]([OH:5])[C:3]([F:14])([F:15])[F:2])=[CH:11][CH:10]=2)[N:13]=[C:18]([CH:17]([CH3:23])[CH3:16])[CH:19]=1. The yield is 0.890. (4) The reactants are [C:1]([C:3]1[CH:4]=[C:5]([CH2:10][C:11]([O:13][C:14]([CH3:17])([CH3:16])[CH3:15])=[O:12])[CH:6]=[CH:7][C:8]=1F)#[N:2].[Cl:18][C:19]1[CH:38]=[CH:37][C:22]([CH2:23][CH2:24][NH:25][C:26]([C:28]2[CH:29]=[C:30]3[C:34](=[CH:35][CH:36]=2)[NH:33][N:32]=[CH:31]3)=[O:27])=[CH:21][CH:20]=1.C([O-])([O-])=O.[K+].[K+]. The catalyst is CS(C)=O.CCOC(C)=O.C(=O)([O-])[O-].[Na+].[Na+]. The product is [Cl:18][C:19]1[CH:20]=[CH:21][C:22]([CH2:23][CH2:24][NH:25][C:26]([C:28]2[CH:29]=[C:30]3[C:34](=[CH:35][CH:36]=2)[N:33]([C:8]2[CH:7]=[CH:6][C:5]([CH2:10][C:11]([O:13][C:14]([CH3:17])([CH3:16])[CH3:15])=[O:12])=[CH:4][C:3]=2[C:1]#[N:2])[N:32]=[CH:31]3)=[O:27])=[CH:37][CH:38]=1. The yield is 0.220.